This data is from Peptide-MHC class II binding affinity with 134,281 pairs from IEDB. The task is: Regression. Given a peptide amino acid sequence and an MHC pseudo amino acid sequence, predict their binding affinity value. This is MHC class II binding data. (1) The peptide sequence is PKISFEPIPIHYCAPAGFAI. The MHC is DRB3_0101 with pseudo-sequence DRB3_0101. The binding affinity (normalized) is 0. (2) The peptide sequence is EELKSLNSVQAQYA. The MHC is HLA-DPA10201-DPB10101 with pseudo-sequence HLA-DPA10201-DPB10101. The binding affinity (normalized) is 0.733. (3) The peptide sequence is MKTGRRGSANGKTLG. The MHC is DRB1_0901 with pseudo-sequence DRB1_0901. The binding affinity (normalized) is 0.183. (4) The peptide sequence is ADYLRMWIQAATVMS. The MHC is DRB3_0101 with pseudo-sequence DRB3_0101. The binding affinity (normalized) is 0.548. (5) The peptide sequence is DLDDEQEILNYMSPH. The MHC is DRB1_1101 with pseudo-sequence DRB1_1101. The binding affinity (normalized) is 0.228. (6) The peptide sequence is FAEIMKICSTIEELR. The MHC is DRB1_0802 with pseudo-sequence DRB1_0802. The binding affinity (normalized) is 0.399.